This data is from Reaction yield outcomes from USPTO patents with 853,638 reactions. The task is: Predict the reaction yield, written as a fraction of the theoretical maximum amount of product (1.0 means a 100% yield; for example, 0.34 means a 34% yield). (1) The reactants are [OH:1][C:2]1[C:3]([N+:8]([O-:10])=[O:9])=[N:4][CH:5]=[CH:6][CH:7]=1.C[O-].[Na+].[Br:14]Br. The catalyst is CO. The product is [Br:14][C:5]1[CH:6]=[CH:7][C:2]([OH:1])=[C:3]([N+:8]([O-:10])=[O:9])[N:4]=1. The yield is 0.960. (2) The reactants are [O:1]([C:8]1[CH:16]=[CH:15][C:11]([C:12]([OH:14])=O)=[CH:10][CH:9]=1)[C:2]1[CH:7]=[CH:6][CH:5]=[CH:4][CH:3]=1.C1(OP(Cl)(OC2C=CC=CC=2)=O)C=CC=CC=1.[NH2:34][C@@H:35]1[CH:40]2[CH2:41][CH2:42][N:37]([CH2:38][CH2:39]2)[CH2:36]1.CO. The catalyst is C(Cl)Cl. The product is [N:37]12[CH2:42][CH2:41][CH:40]([CH2:39][CH2:38]1)[C@@H:35]([NH:34][C:12](=[O:14])[C:11]1[CH:10]=[CH:9][C:8]([O:1][C:2]3[CH:3]=[CH:4][CH:5]=[CH:6][CH:7]=3)=[CH:16][CH:15]=1)[CH2:36]2. The yield is 0.760. (3) The product is [F:1][C:2]1[CH:3]=[C:4]([CH:20]=[CH:21][C:22]=1[F:23])[CH2:5][CH:6]1[CH2:11][CH:10]([C:12]([OH:14])=[O:13])[CH2:9][CH2:8][N:7]1[C:16]([O:18][CH3:19])=[O:17]. The reactants are [F:1][C:2]1[CH:3]=[C:4]([CH:20]=[CH:21][C:22]=1[F:23])[CH2:5][CH:6]1[CH2:11][CH:10]([C:12]([O:14]C)=[O:13])[CH2:9][CH2:8][N:7]1[C:16]([O:18][CH3:19])=[O:17].[Br-].[Li+].C(N(CC)CC)C.CC(OC)(C)C. The yield is 0.990. The catalyst is C(#N)C.O. (4) The reactants are [C:1](/[N:3]=[C:4](\SC)/[NH:5][C:6]1[CH:11]=[C:10]([Cl:12])[CH:9]=[C:8]([Cl:13])[CH:7]=1)#[N:2].[NH2:16][NH2:17]. The catalyst is C(O)C. The product is [NH2:2][C:1]1[N:3]=[C:4]([NH:5][C:6]2[CH:11]=[C:10]([Cl:12])[CH:9]=[C:8]([Cl:13])[CH:7]=2)[NH:17][N:16]=1. The yield is 0.990. (5) The reactants are [N+:1]([C:4]1[CH:13]=[C:12]2[C:7]([CH2:8][CH2:9][CH2:10][N:11]2[C:14](=[O:16])[CH3:15])=[CH:6][CH:5]=1)([O-])=O. The catalyst is [Pd].CO. The product is [NH2:1][C:4]1[CH:13]=[C:12]2[C:7]([CH2:8][CH2:9][CH2:10][N:11]2[C:14](=[O:16])[CH3:15])=[CH:6][CH:5]=1. The yield is 1.00. (6) The reactants are [Cl:1][C:2]1[C:7]2[CH2:8][C:9](=[O:22])[CH:10]=[CH:11][CH2:12][CH2:13][CH:14]=[CH:15][CH2:16][CH:17]([CH3:21])[O:18][C:19](=[O:20])[C:6]=2[C:5]([O:23]COCC)=[CH:4][C:3]=1[O:28]COCC.CC1(C)O[O:35]1. The catalyst is CC#N. The product is [CH3:21][C@@H:17]1[O:18][C:19](=[O:20])[C:6]2[C:5]([OH:23])=[CH:4][C:3]([OH:28])=[C:2]([Cl:1])[C:7]=2[CH2:8][C:9](=[O:22])[CH:10]=[CH:11][CH2:12][CH2:13][C@H:14]2[O:35][C@@H:15]2[CH2:16]1. The yield is 0.790.